Dataset: Forward reaction prediction with 1.9M reactions from USPTO patents (1976-2016). Task: Predict the product of the given reaction. (1) Given the reactants [CH:1]1([CH:4]([C:11]2[CH:16]=[C:15]([O:17]C)[N:14]=[CH:13][N:12]=2)[CH2:5][C:6]([O:8][CH2:9][CH3:10])=[O:7])[CH2:3][CH2:2]1.[Cl-].[NH+]1C=CC=CC=1.C(=O)([O-])O.[Na+], predict the reaction product. The product is: [CH:1]1([CH:4]([C:11]2[CH:16]=[C:15]([OH:17])[N:14]=[CH:13][N:12]=2)[CH2:5][C:6]([O:8][CH2:9][CH3:10])=[O:7])[CH2:3][CH2:2]1. (2) Given the reactants CC1C=CC(S(O[CH2:12][CH2:13][CH2:14][CH2:15][C:16]2[C:24]3[C:19](=[CH:20][CH:21]=[C:22]([C:25]#[N:26])[CH:23]=3)[NH:18][CH:17]=2)(=O)=O)=CC=1.[CH3:27][C:28]1[CH:33]=[C:32]([CH3:34])[N:31]=[C:30]([N:35]2[CH2:40][CH2:39][NH:38][CH2:37][CH2:36]2)[N:29]=1.C(=O)([O-])[O-].[K+].[K+].[I-].[K+], predict the reaction product. The product is: [CH3:27][C:28]1[CH:33]=[C:32]([CH3:34])[N:31]=[C:30]([N:35]2[CH2:36][CH2:37][N:38]([CH2:12][CH2:13][CH2:14][CH2:15][C:16]3[C:24]4[C:19](=[CH:20][CH:21]=[C:22]([C:25]#[N:26])[CH:23]=4)[NH:18][CH:17]=3)[CH2:39][CH2:40]2)[N:29]=1. (3) Given the reactants Br[C:2]1[CH:7]=[CH:6][C:5]([Cl:8])=[C:4]([CH2:9][C:10]2[CH:15]=[CH:14][C:13]([O:16][CH2:17][CH3:18])=[CH:12][CH:11]=2)[CH:3]=1.[Li][CH2:20]CCC.C[Si](C)(C)[O:26][C@@H:27]1[C@@H:32]([O:33][Si](C)(C)C)[C@H:31]([O:38][Si](C)(C)C)[C@@H:30]([CH2:43][O:44][Si](C)(C)C)[O:29][C:28]1=[O:49].CS(O)(=O)=O, predict the reaction product. The product is: [Cl:8][C:5]1[CH:6]=[CH:7][C:2]([C:28]2([O:49][CH3:20])[C@H:27]([OH:26])[C@@H:32]([OH:33])[C@H:31]([OH:38])[C@@H:30]([CH2:43][OH:44])[O:29]2)=[CH:3][C:4]=1[CH2:9][C:10]1[CH:15]=[CH:14][C:13]([O:16][CH2:17][CH3:18])=[CH:12][CH:11]=1. (4) Given the reactants [CH2:1]([O:3][C:4](=[O:32])[C:5]([O:8][C:9]1[CH:14]=[CH:13][C:12]([O:15]CC2C=CC=CC=2)=[CH:11][C:10]=1[CH2:23][NH:24][C:25]([O:27][C:28]([CH3:31])([CH3:30])[CH3:29])=[O:26])([CH3:7])[CH3:6])[CH3:2], predict the reaction product. The product is: [CH2:1]([O:3][C:4](=[O:32])[C:5]([O:8][C:9]1[CH:14]=[CH:13][C:12]([OH:15])=[CH:11][C:10]=1[CH2:23][NH:24][C:25]([O:27][C:28]([CH3:31])([CH3:30])[CH3:29])=[O:26])([CH3:7])[CH3:6])[CH3:2]. (5) Given the reactants [CH3:1][N:2]([S:17]([C:20]1[CH:25]=[CH:24][CH:23]=[CH:22][C:21]=1[C:26]([F:29])([F:28])[F:27])(=[O:19])=[O:18])[C:3]1[CH:4]=[CH:5][CH:6]=[C:7]2[C:11]=1[NH:10][C:9]([C:12]([O:14]CC)=[O:13])=[CH:8]2.[OH-].[K+].C(O)(=O)CC(CC(O)=O)(C(O)=O)O, predict the reaction product. The product is: [CH3:1][N:2]([S:17]([C:20]1[CH:25]=[CH:24][CH:23]=[CH:22][C:21]=1[C:26]([F:29])([F:27])[F:28])(=[O:18])=[O:19])[C:3]1[CH:4]=[CH:5][CH:6]=[C:7]2[C:11]=1[NH:10][C:9]([C:12]([OH:14])=[O:13])=[CH:8]2. (6) Given the reactants Br[CH2:2][C:3]1[CH:12]=[C:11]2[C:6]([C:7]([C:15]3[CH:20]=[CH:19][C:18]([F:21])=[CH:17][CH:16]=3)=[CH:8][C:9]([C:13]#[N:14])=[N:10]2)=[CH:5][CH:4]=1.[NH:22]1[CH2:27][CH2:26][O:25][CH2:24][CH2:23]1.[OH-:28].[Na+].O, predict the reaction product. The product is: [F:21][C:18]1[CH:19]=[CH:20][C:15]([C:7]2[C:6]3[C:11](=[CH:12][C:3]([CH2:2][N:22]4[CH2:27][CH2:26][O:25][CH2:24][CH2:23]4)=[CH:4][CH:5]=3)[N:10]=[C:9]([C:13]([NH2:14])=[O:28])[CH:8]=2)=[CH:16][CH:17]=1. (7) Given the reactants [N:1]1([C:7]2[S:8][C:9]([C:16]([NH:18][C:19]3[CH:20]=[CH:21][C:22](N4CCN(C(NC5C=CC=CC=5F)=O)CC4)=[N:23][CH:24]=3)=[O:17])=[C:10]([C:12]([F:15])([F:14])[F:13])[N:11]=2)[CH2:6][CH2:5][CH2:4][CH2:3][CH2:2]1.NC1C=C[C:45]([O:48]C)=NC=1, predict the reaction product. The product is: [CH3:45][O:48][C:22]1[N:23]=[CH:24][C:19]([NH:18][C:16]([C:9]2[S:8][C:7]([N:1]3[CH2:6][CH2:5][CH2:4][CH2:3][CH2:2]3)=[N:11][C:10]=2[C:12]([F:15])([F:13])[F:14])=[O:17])=[CH:20][CH:21]=1.